The task is: Predict the product of the given reaction.. This data is from Forward reaction prediction with 1.9M reactions from USPTO patents (1976-2016). (1) Given the reactants [NH2:1][C:2]1[O:3][CH2:4][C@:5]2([C:19]3[C:14](=[N:15][CH:16]=[C:17]([C:20]#[C:21][C:22]([OH:25])([CH3:24])[CH3:23])[CH:18]=3)[O:13][C:12]3[C:7]2=[CH:8][C:9]([OH:26])=[CH:10][CH:11]=3)[N:6]=1.CO.[CH3:29]S(O)(=O)=O.C(=O)([O-])[O-].[K+].[K+], predict the reaction product. The product is: [NH2:1][C:2]1[O:3][CH2:4][C@:5]2([C:19]3[C:14](=[N:15][CH:16]=[C:17]([C:20]#[C:21][C:22]([O:25][CH3:29])([CH3:23])[CH3:24])[CH:18]=3)[O:13][C:12]3[C:7]2=[CH:8][C:9]([OH:26])=[CH:10][CH:11]=3)[N:6]=1. (2) Given the reactants [CH2:1]([O:3][C:4]([C:6]1([CH3:27])[CH2:11][CH2:10][N:9]([C:12]2[CH2:26][C:15]3([CH2:18][N:17](C(OC(C)(C)C)=O)[CH2:16]3)[O:14][N:13]=2)[CH2:8][CH2:7]1)=[O:5])[CH3:2].[CH:28]1([C:31]2[CH:32]=[CH:33][C:34]([O:39][CH2:40][CH3:41])=[C:35]([CH:38]=2)[CH:36]=O)[CH2:30][CH2:29]1, predict the reaction product. The product is: [CH:28]1([C:31]2[CH:32]=[CH:33][C:34]([O:39][CH2:40][CH3:41])=[C:35]([CH:38]=2)[CH2:36][N:17]2[CH2:18][C:15]3([CH2:26][C:12]([N:9]4[CH2:8][CH2:7][C:6]([CH3:27])([C:4]([O:3][CH2:1][CH3:2])=[O:5])[CH2:11][CH2:10]4)=[N:13][O:14]3)[CH2:16]2)[CH2:29][CH2:30]1. (3) Given the reactants N1([CH2:10][CH2:11][NH:12][C:13](=[O:23])/[CH:14]=[CH:15]/[C:16]2[CH:21]=[CH:20][CH:19]=[CH:18][C:17]=2[F:22])C2C=CC=CC=2N=C1.[O:24]=[S:25]1(=[O:35])[CH2:30][CH2:29][N:28]([CH2:31]CCN)[CH2:27][CH2:26]1.FC1C=CC=CC=1C=CC(O)=O.CCN=C=NCCCN(C)C.Cl, predict the reaction product. The product is: [O:24]=[S:25]1(=[O:35])[CH2:30][CH2:29][N:28]([CH2:31][CH2:10][CH2:11][NH:12][C:13](=[O:23])/[CH:14]=[CH:15]/[C:16]2[CH:21]=[CH:20][CH:19]=[CH:18][C:17]=2[F:22])[CH2:27][CH2:26]1. (4) Given the reactants CC(C)([O-])C.[K+].BrC1C=C(F)C=CC=1CC(=O)C.C(C(C1C=CC(F)=CC=1Br)C#N)(=O)C.ClC1C=CC=C(F)C=1N=C=S.IC.[C:46]([CH:49]([C:61]1[CH:66]=[CH:65][C:64]([F:67])=[CH:63][C:62]=1[Br:68])[C:50](=S)[NH:51][C:52]1[C:57]([F:58])=[CH:56][CH:55]=[CH:54][C:53]=1[Cl:59])(=O)[CH3:47].O.C(O)(=O)C.[CH3:74][NH:75][NH2:76], predict the reaction product. The product is: [Br:68][C:62]1[CH:63]=[C:64]([F:67])[CH:65]=[CH:66][C:61]=1[C:49]1[C:46]([CH3:47])=[N:76][N:75]([CH3:74])[C:50]=1[NH:51][C:52]1[C:57]([F:58])=[CH:56][CH:55]=[CH:54][C:53]=1[Cl:59].